This data is from NCI-60 drug combinations with 297,098 pairs across 59 cell lines. The task is: Regression. Given two drug SMILES strings and cell line genomic features, predict the synergy score measuring deviation from expected non-interaction effect. (1) Drug 1: CC1OCC2C(O1)C(C(C(O2)OC3C4COC(=O)C4C(C5=CC6=C(C=C35)OCO6)C7=CC(=C(C(=C7)OC)O)OC)O)O. Drug 2: C1=C(C(=O)NC(=O)N1)F. Cell line: NCIH23. Synergy scores: CSS=61.7, Synergy_ZIP=-8.61, Synergy_Bliss=-10.6, Synergy_Loewe=-4.07, Synergy_HSA=-2.30. (2) Drug 1: CC(C)(C#N)C1=CC(=CC(=C1)CN2C=NC=N2)C(C)(C)C#N. Drug 2: COC1=NC(=NC2=C1N=CN2C3C(C(C(O3)CO)O)O)N. Cell line: UO-31. Synergy scores: CSS=-1.35, Synergy_ZIP=0.760, Synergy_Bliss=0.619, Synergy_Loewe=-3.00, Synergy_HSA=-3.52.